This data is from Forward reaction prediction with 1.9M reactions from USPTO patents (1976-2016). The task is: Predict the product of the given reaction. (1) Given the reactants [CH2:1]([N:3]1[C:7]2=[N:8][C:9]([CH2:48][CH3:49])=[C:10]([CH2:19][NH:20][C:21]([C:23]3[CH:28]=[CH:27][CH:26]=[C:25]([C:29]([NH:31][CH2:32][C:33]4[CH:34]=[C:35]([C:40]5[CH:45]=[CH:44][CH:43]=[C:42]([CH:46]=O)[CH:41]=5)[C:36]([F:39])=[CH:37][CH:38]=4)=[O:30])[CH:24]=3)=[O:22])[C:11]([NH:12][CH:13]3[CH2:18][CH2:17][O:16][CH2:15][CH2:14]3)=[C:6]2[CH:5]=[N:4]1)[CH3:2].[CH3:50][C@@H:51]1[CH2:56][NH:55][CH2:54][CH2:53][N:52]1C(OC(C)(C)C)=O.C(O[BH-](OC(=O)C)OC(=O)C)(=O)C.[Na+].CC(O)=O, predict the reaction product. The product is: [CH2:1]([N:3]1[C:7]2=[N:8][C:9]([CH2:48][CH3:49])=[C:10]([CH2:19][NH:20][C:21]([C:23]3[CH:28]=[CH:27][CH:26]=[C:25]([C:29]([NH:31][CH2:32][C:33]4[CH:34]=[C:35]([C:40]5[CH:45]=[CH:44][CH:43]=[C:42]([CH2:46][N:55]6[CH2:54][CH2:53][NH:52][C@H:51]([CH3:50])[CH2:56]6)[CH:41]=5)[C:36]([F:39])=[CH:37][CH:38]=4)=[O:30])[CH:24]=3)=[O:22])[C:11]([NH:12][CH:13]3[CH2:14][CH2:15][O:16][CH2:17][CH2:18]3)=[C:6]2[CH:5]=[N:4]1)[CH3:2]. (2) Given the reactants [OH:1][C:2]1[CH:10]=[CH:9][C:5]([C:6]([OH:8])=[O:7])=[CH:4][C:3]=1[C:11]([OH:13])=[O:12].[CH3:14][C:15]([CH3:17])=O, predict the reaction product. The product is: [CH3:14][C:15]1([CH3:17])[O:1][C:2]2[CH:10]=[CH:9][C:5]([C:6]([OH:8])=[O:7])=[CH:4][C:3]=2[C:11](=[O:13])[O:12]1. (3) The product is: [CH:44]1([C@H:40]([NH:39][C:37](=[O:38])[O:36][C:32]([CH3:34])([CH3:33])[CH3:35])[C:41]([NH:22][NH:21][C:19]([C:17]2[CH:18]=[C:13]([C:10]3[CH:11]=[N:12][C:7]([NH:6][C:4]([NH:3][CH2:1][CH3:2])=[O:5])=[CH:8][C:9]=3[C:23]3[S:24][CH:25]=[C:26]([C:28]([F:31])([F:30])[F:29])[N:27]=3)[CH:14]=[N:15][CH:16]=2)=[O:20])=[O:42])[CH2:45][CH2:46][CH2:47][CH2:48][CH2:49]1. Given the reactants [CH2:1]([NH:3][C:4]([NH:6][C:7]1[N:12]=[CH:11][C:10]([C:13]2[CH:14]=[N:15][CH:16]=[C:17]([C:19]([NH:21][NH2:22])=[O:20])[CH:18]=2)=[C:9]([C:23]2[S:24][CH:25]=[C:26]([C:28]([F:31])([F:30])[F:29])[N:27]=2)[CH:8]=1)=[O:5])[CH3:2].[C:32]([O:36][C:37]([NH:39][C@@H:40]([CH:44]1[CH2:49][CH2:48][CH2:47][CH2:46][CH2:45]1)[C:41](O)=[O:42])=[O:38])([CH3:35])([CH3:34])[CH3:33].C(N(C(C)C)CC)(C)C.CN(C(ON1N=NC2C=CC=NC1=2)=[N+](C)C)C.F[P-](F)(F)(F)(F)F, predict the reaction product. (4) Given the reactants C([O:8][C:9]1[N:14]=[C:13]([NH:15][C:16]2[CH:21]=[CH:20][C:19]([C:22]3[N:23]=[C:24]([N:37]4[CH2:42][CH2:41][O:40][CH2:39][C@@H:38]4[CH3:43])[C:25]4[CH2:31][CH2:30][N:29]([CH2:32][C:33]([F:36])([F:35])[F:34])[CH2:28][C:26]=4[N:27]=3)=[CH:18][CH:17]=2)[CH:12]=[CH:11][CH:10]=1)C1C=CC=CC=1.Cl.C(OC1N=C(NC2C=CC(C3N=C(N4CCOC[C@@H]4C)C4CCNCC=4N=3)=CC=2)C=CC=1)C1C=CC=CC=1.C(N(CC)C(C)C)(C)C.S(OCC(F)(F)F)(C(F)(F)F)(=O)=O, predict the reaction product. The product is: [CH3:43][C@@H:38]1[N:37]([C:24]2[C:25]3[CH2:31][CH2:30][N:29]([CH2:32][C:33]([F:35])([F:34])[F:36])[CH2:28][C:26]=3[N:27]=[C:22]([C:19]3[CH:20]=[CH:21][C:16]([NH:15][C:13]4[NH:14][C:9](=[O:8])[CH:10]=[CH:11][CH:12]=4)=[CH:17][CH:18]=3)[N:23]=2)[CH2:42][CH2:41][O:40][CH2:39]1. (5) Given the reactants Br[C:2]1[CH:3]=[C:4]([C:8]2[N:13]([CH2:14][C:15]3[CH:20]=[CH:19][C:18]([CH3:21])=[CH:17][C:16]=3[CH3:22])[C:12](=[O:23])[C:11]([C:24]#[N:25])=[C:10]([C:26]([F:29])([F:28])[F:27])[CH:9]=2)[CH:5]=[CH:6][CH:7]=1.[OH:30][C:31]1[CH:32]=[C:33](B(O)O)[CH:34]=[CH:35][CH:36]=1.C([O-])([O-])=O.[K+].[K+].N#N, predict the reaction product. The product is: [CH3:22][C:16]1[CH:17]=[C:18]([CH3:21])[CH:19]=[CH:20][C:15]=1[CH2:14][N:13]1[C:8]([C:4]2[CH:3]=[C:2]([C:35]3[CH:34]=[CH:33][CH:32]=[C:31]([OH:30])[CH:36]=3)[CH:7]=[CH:6][CH:5]=2)=[CH:9][C:10]([C:26]([F:27])([F:29])[F:28])=[C:11]([C:24]#[N:25])[C:12]1=[O:23]. (6) Given the reactants Br[C:2]1[N:7]=[C:6]2[N:8]([C@@H:13]3[C:21]4[C:16](=[CH:17][C:18]([C:22]5[CH:27]=[CH:26][CH:25]=[CH:24][C:23]=5[C:28]5[N:32]([C:33]([C:46]6[CH:51]=[CH:50][CH:49]=[CH:48][CH:47]=6)([C:40]6[CH:45]=[CH:44][CH:43]=[CH:42][CH:41]=6)[C:34]6[CH:39]=[CH:38][CH:37]=[CH:36][CH:35]=6)[N:31]=[N:30][N:29]=5)=[CH:19][CH:20]=4)[CH2:15][CH2:14]3)[C:9]([CH2:11][CH3:12])=[N:10][C:5]2=[C:4]([CH3:52])[CH:3]=1.C([O:56][C:57]([CH3:59])=[CH2:58])(=O)C.C[O-].C([Sn+](CCCC)CCCC)CCC, predict the reaction product. The product is: [CH2:11]([C:9]1[N:8]([C@@H:13]2[C:21]3[C:16](=[CH:17][C:18]([C:22]4[CH:27]=[CH:26][CH:25]=[CH:24][C:23]=4[C:28]4[N:32]([C:33]([C:40]5[CH:41]=[CH:42][CH:43]=[CH:44][CH:45]=5)([C:34]5[CH:35]=[CH:36][CH:37]=[CH:38][CH:39]=5)[C:46]5[CH:47]=[CH:48][CH:49]=[CH:50][CH:51]=5)[N:31]=[N:30][N:29]=4)=[CH:19][CH:20]=3)[CH2:15][CH2:14]2)[C:6]2=[N:7][C:2]([CH2:58][C:57](=[O:56])[CH3:59])=[CH:3][C:4]([CH3:52])=[C:5]2[N:10]=1)[CH3:12].